From a dataset of Full USPTO retrosynthesis dataset with 1.9M reactions from patents (1976-2016). Predict the reactants needed to synthesize the given product. (1) The reactants are: [O:1]=[C:2]([CH2:13][CH2:14][CH2:15][CH2:16][CH2:17][CH2:18][CH2:19]CC)/[C:3](/[NH:6][C:7](=[O:12])[O:8][CH2:9][CH:10]=[CH2:11])=[CH:4]/[CH3:5].CON(C)C(=O)/C(/NC(=O)OCC=C)=C/C. Given the product [CH2:9]([O:8][C:7](=[O:12])[NH:6]/[C:3](/[C:2](=[O:1])[CH2:13][CH2:14][CH2:15][CH2:16][CH2:17][CH2:18][CH3:19])=[CH:4]\[CH3:5])[CH:10]=[CH2:11], predict the reactants needed to synthesize it. (2) Given the product [F:1][C:2]1[C:3]([F:12])=[CH:4][C:5]2[S:9][C:8](=[N:10][C:19](=[O:20])[C:18]3[CH:22]=[CH:23][CH:24]=[C:16]([O:15][C:14]([F:26])([F:25])[F:13])[CH:17]=3)[N:7]([CH:28]([CH2:33][CH3:34])[C:29]([OH:31])=[O:30])[C:6]=2[CH:11]=1, predict the reactants needed to synthesize it. The reactants are: [F:1][C:2]1[C:3]([F:12])=[CH:4][C:5]2[S:9][C:8]([NH2:10])=[N:7][C:6]=2[CH:11]=1.[F:13][C:14]([F:26])([F:25])[O:15][C:16]1[CH:17]=[C:18]([CH:22]=[CH:23][CH:24]=1)[C:19](Cl)=[O:20].Br[CH:28]([CH2:33][CH3:34])[C:29]([O:31]C)=[O:30].COC1C=CC2N=C(N)SC=2C=1.ClC1C=C(C=CC=1)C(Cl)=O.BrCC(OCC)=O.